From a dataset of Reaction yield outcomes from USPTO patents with 853,638 reactions. Predict the reaction yield, written as a fraction of the theoretical maximum amount of product (1.0 means a 100% yield; for example, 0.34 means a 34% yield). (1) The reactants are [Br:1][C:2]1[CH:10]=[CH:9][C:5]([C:6]([NH2:8])=O)=[C:4]([O:11][CH3:12])[CH:3]=1.N12CCCN=C1CCCCC2.P(Cl)(Cl)(OC1C=CC=CC=1)=O. The catalyst is C(Cl)Cl. The product is [Br:1][C:2]1[CH:10]=[CH:9][C:5]([C:6]#[N:8])=[C:4]([O:11][CH3:12])[CH:3]=1. The yield is 0.530. (2) The reactants are [NH2:1][C:2]1[C:7]2=[C:8]([C:16]3[CH:21]=[CH:20][C:19]([NH:22][C:23]([NH:25][C:26]4[CH:31]=[C:30]([C:32]([F:35])([F:34])[F:33])[CH:29]=[CH:28][C:27]=4[F:36])=[O:24])=[CH:18][CH:17]=3)[C:9]([CH2:13][O:14][CH3:15])=[C:10]([CH:11]=[O:12])[N:6]2[N:5]=[CH:4][N:3]=1.CC(C[AlH]CC(C)C)C. The catalyst is C1COCC1.C(OCC)(=O)C. The product is [NH2:1][C:2]1[C:7]2=[C:8]([C:16]3[CH:21]=[CH:20][C:19]([NH:22][C:23]([NH:25][C:26]4[CH:31]=[C:30]([C:32]([F:33])([F:34])[F:35])[CH:29]=[CH:28][C:27]=4[F:36])=[O:24])=[CH:18][CH:17]=3)[C:9]([CH2:13][O:14][CH3:15])=[C:10]([CH2:11][OH:12])[N:6]2[N:5]=[CH:4][N:3]=1. The yield is 0.490. (3) The reactants are C(N(C(C)C)CC)(C)C.[Cl:10][C:11]1[CH:19]=[C:18]([CH:20]([OH:30])[CH2:21][CH2:22][C:23]2[CH:28]=[CH:27][CH:26]=[C:25]([OH:29])[CH:24]=2)[CH:17]=[CH:16][C:12]=1[C:13]([OH:15])=O.[CH3:31][O:32][C:33](=[O:42])[CH:34]([P:36]([O:40][CH3:41])([O:38][CH3:39])=[O:37])[NH2:35].COC(=O)C(P(OC)(OC)=O)NC(OCC1C=CC=CC=1)=O.F[P-](F)(F)(F)(F)F.N1(OC(N(C)C)=[N+](C)C)C2C=CC=CC=2N=N1.ON1C2C=CC=CC=2N=N1. The catalyst is CN(C)C=O.CO.C(OCC)(=O)C. The product is [CH3:31][O:32][C:33](=[O:42])[CH:34]([P:36]([O:38][CH3:39])([O:40][CH3:41])=[O:37])[NH:35][C:13](=[O:15])[C:12]1[CH:16]=[CH:17][C:18]([CH:20]([OH:30])[CH2:21][CH2:22][C:23]2[CH:28]=[CH:27][CH:26]=[C:25]([OH:29])[CH:24]=2)=[CH:19][C:11]=1[Cl:10]. The yield is 0.610. (4) The reactants are [NH2:1][C:2]1[C:11]([NH2:12])=[CH:10][C:9]([Br:13])=[CH:8][C:3]=1[C:4]([O:6][CH3:7])=[O:5].O1CCO[CH:16](O)[CH:15]1O. The catalyst is C(O)C. The product is [Br:13][C:9]1[CH:8]=[C:3]([C:4]([O:6][CH3:7])=[O:5])[C:2]2[N:1]=[CH:15][CH:16]=[N:12][C:11]=2[CH:10]=1. The yield is 0.850. (5) The reactants are CO[CH:3]([O:6][CH3:7])[O:4][CH3:5].C1(C)C=CC(S(O)(=O)=O)=CC=1.[C:19]([O-:22])([O-])=O.[Na+].[Na+].[CH3:25][OH:26]. No catalyst specified. The product is [CH3:7][O:6][C:3]([O:4][CH3:5])([CH2:19][OH:22])[CH2:25][OH:26]. The yield is 0.470. (6) The reactants are C[O:2][C:3]([C:5]1[C:13]2[C:8](=[CH:9][C:10]([C:14]3[CH:19]=[CH:18][C:17]([O:20][CH2:21][C:22]4[N:23]([C:30]5[C:35]([Cl:36])=[CH:34][CH:33]=[CH:32][C:31]=5[Cl:37])[N:24]=[N:25][C:26]=4[CH:27]4[CH2:29][CH2:28]4)=[CH:16][C:15]=3[CH3:38])=[CH:11][CH:12]=2)[N:7]([CH:39]([CH3:41])[CH3:40])[N:6]=1)=[O:4].C1COCC1.[Li+].[OH-].Cl. The catalyst is O.CO. The product is [CH:27]1([C:26]2[N:25]=[N:24][N:23]([C:30]3[C:31]([Cl:37])=[CH:32][CH:33]=[CH:34][C:35]=3[Cl:36])[C:22]=2[CH2:21][O:20][C:17]2[CH:18]=[CH:19][C:14]([C:10]3[CH:9]=[C:8]4[C:13]([C:5]([C:3]([OH:4])=[O:2])=[N:6][N:7]4[CH:39]([CH3:41])[CH3:40])=[CH:12][CH:11]=3)=[C:15]([CH3:38])[CH:16]=2)[CH2:28][CH2:29]1. The yield is 0.700. (7) The reactants are [CH2:1]([NH:8][C:9]([C:11]1[N:16]=[C:15]2[C:17](Br)=[CH:18][N:19]=[CH:20][C:14]2=[N:13][CH:12]=1)=[O:10])[C:2]1[CH:7]=[CH:6][CH:5]=[CH:4][CH:3]=1.[N:22]1[CH:27]=[CH:26][CH:25]=[C:24](B(O)O)[CH:23]=1.C(=O)([O-])[O-].[Cs+].[Cs+].O1CCOCC1. The catalyst is C1(P([C-]2C=CC=C2)C2C=CC=CC=2)C=CC=CC=1.[C-]1(P(C2C=CC=CC=2)C2C=CC=CC=2)C=CC=C1.[Fe+2].[Pd](Cl)Cl.O. The product is [CH2:1]([NH:8][C:9]([C:11]1[N:16]=[C:15]2[C:17]([C:24]3[CH:23]=[N:22][CH:27]=[CH:26][CH:25]=3)=[CH:18][N:19]=[CH:20][C:14]2=[N:13][CH:12]=1)=[O:10])[C:2]1[CH:7]=[CH:6][CH:5]=[CH:4][CH:3]=1. The yield is 0.780. (8) The reactants are Cl.Cl.[CH:3]1([CH2:16][N:17]([CH3:19])[CH3:18])[C:15]2[NH:14][C:13]3[C:8](=[CH:9][CH:10]=[CH:11][CH:12]=3)[C:7]=2[CH2:6][CH2:5][NH:4]1.[Cl:20][C:21]1[CH:26]=[C:25]([Cl:27])[CH:24]=[CH:23][C:22]=1[CH2:28][C:29](O)=[O:30].O.ON1C2C=CC=CC=2N=N1.C(N(C(C)C)CC)(C)C.C(Cl)CCl. The product is [Cl:20][C:21]1[CH:26]=[C:25]([Cl:27])[CH:24]=[CH:23][C:22]=1[CH2:28][C:29]([N:4]1[CH2:5][CH2:6][C:7]2[C:8]3[C:13](=[CH:12][CH:11]=[CH:10][CH:9]=3)[NH:14][C:15]=2[CH:3]1[CH2:16][N:17]([CH3:19])[CH3:18])=[O:30]. The yield is 0.900. The catalyst is CN(C=O)C.O.